The task is: Predict which catalyst facilitates the given reaction.. This data is from Catalyst prediction with 721,799 reactions and 888 catalyst types from USPTO. Reactant: [NH:1]([C:3]1[CH:8]=[CH:7][CH:6]=[CH:5][N:4]=1)[NH2:2].Cl[CH2:10][C:11]([O:13][CH2:14][C:15]1[CH:20]=[CH:19][CH:18]=[CH:17][CH:16]=1)=[O:12].C(N(CC)CC)C.O. Product: [N:4]1[CH:5]=[CH:6][CH:7]=[CH:8][C:3]=1[NH:1][NH:2][CH2:10][C:11]([O:13][CH2:14][C:15]1[CH:20]=[CH:19][CH:18]=[CH:17][CH:16]=1)=[O:12]. The catalyst class is: 9.